From a dataset of Catalyst prediction with 721,799 reactions and 888 catalyst types from USPTO. Predict which catalyst facilitates the given reaction. (1) Reactant: Br[C:2]1[C:11]2[C:6](=[CH:7][C:8]([S:12]([CH3:15])(=[O:14])=[O:13])=[CH:9][CH:10]=2)[CH:5]=[CH:4][C:3]=1[N:16]([CH2:24][CH:25]=[CH:26][Cl:27])[C:17](=[O:23])[O:18][C:19]([CH3:22])([CH3:21])[CH3:20].CCCC[SnH](CCCC)CCCC.CC(N=NC(C#N)(C)C)(C#N)C. Product: [Cl:27][CH2:26][CH:25]1[C:2]2[C:11]3[CH:10]=[CH:9][C:8]([S:12]([CH3:15])(=[O:14])=[O:13])=[CH:7][C:6]=3[CH:5]=[CH:4][C:3]=2[N:16]([C:17]([O:18][C:19]([CH3:22])([CH3:21])[CH3:20])=[O:23])[CH2:24]1. The catalyst class is: 48. (2) Reactant: [CH3:1][NH:2][C:3]1[CH:8]=[CH:7][CH:6]=[CH:5][CH:4]=1.[OH-].[K+].Br[CH2:12][CH:13]=[CH2:14]. Product: [CH2:12]([N:2]([CH3:1])[C:3]1[CH:8]=[CH:7][CH:6]=[CH:5][CH:4]=1)[CH:13]=[CH2:14]. The catalyst class is: 10. (3) Product: [CH3:4][C:2]([N:5]1[C:9]2[N:10]=[C:11]([C:19]3[CH:20]=[CH:21][C:22]([O:25][CH3:26])=[CH:23][CH:24]=3)[CH:12]=[C:13]([C:14]([OH:16])=[O:15])[C:8]=2[C:7]([CH3:27])=[N:6]1)([CH3:1])[CH3:3]. Reactant: [CH3:1][C:2]([N:5]1[C:9]2[N:10]=[C:11]([C:19]3[CH:24]=[CH:23][C:22]([O:25][CH3:26])=[CH:21][CH:20]=3)[CH:12]=[C:13]([C:14]([O:16]CC)=[O:15])[C:8]=2[C:7]([CH3:27])=[N:6]1)([CH3:4])[CH3:3].[OH-].[Na+]. The catalyst class is: 14. (4) Reactant: Br[C:2]1[CH:9]=[CH:8][C:5]([C:6]#[N:7])=[C:4]([CH2:10][CH3:11])[CH:3]=1.[B:12](OC(C)C)([O:17]C(C)C)[O:13]C(C)C.Cl. Product: [C:6]([C:5]1[CH:8]=[CH:9][C:2]([B:12]([OH:17])[OH:13])=[CH:3][C:4]=1[CH2:10][CH3:11])#[N:7]. The catalyst class is: 392. (5) Reactant: Cl.N[CH2:3][CH:4]([CH3:8])[C:5]#[C:6][CH3:7].O.O[N:11]1C2C=CC=CC=2N=N1.Cl.CN(C)CCCN=C=NCC.[Cl:32][C:33]1[CH:34]=[C:35]([O:39][CH:40]([CH2:44][CH3:45])[C:41](O)=[O:42])[CH:36]=[N:37][CH:38]=1. Product: [Cl:32][C:33]1[CH:34]=[C:35]([O:39][CH:40]([CH2:44][CH3:45])[C:41]([NH:11][C:4]([CH3:3])([C:5]#[C:6][CH3:7])[CH3:8])=[O:42])[CH:36]=[N:37][CH:38]=1. The catalyst class is: 681. (6) Reactant: [ClH:1].[CH3:2][C:3]1[C:4]2[CH2:5][NH:6][C@@H:7]3[C@@H:12]([C:13]=2[CH:14]=[CH:15][CH:16]=1)[C:11]1[CH:17]=[C:18]([O:23]C)[C:19]([O:21]C)=[CH:20][C:10]=1[CH2:9][CH2:8]3.B(Br)(Br)Br.CO. Product: [ClH:1].[CH3:2][C:3]1[C:4]2[CH2:5][NH:6][C@@H:7]3[C@@H:12]([C:13]=2[CH:14]=[CH:15][CH:16]=1)[C:11]1[CH:17]=[C:18]([OH:23])[C:19]([OH:21])=[CH:20][C:10]=1[CH2:9][CH2:8]3. The catalyst class is: 4. (7) Reactant: [CH3:1][O:2][C:3](=[O:14])[CH2:4][C:5]1[CH:10]=[CH:9][C:8]([O:11][CH3:12])=[CH:7][C:6]=1Br.[Cu][C:16]#[N:17]. Product: [CH3:1][O:2][C:3](=[O:14])[CH2:4][C:5]1[CH:10]=[CH:9][C:8]([O:11][CH3:12])=[CH:7][C:6]=1[C:16]#[N:17]. The catalyst class is: 60. (8) Reactant: C([NH:5][C:6]([N:8]1[C:16]2[C:11](=[CH:12][CH:13]=[CH:14][CH:15]=2)[C:10]([I:17])=[N:9]1)=[O:7])(C)(C)C.FC(F)(F)C(O)=O. Product: [I:17][C:10]1[C:11]2[C:16](=[CH:15][CH:14]=[CH:13][CH:12]=2)[N:8]([C:6]([NH2:5])=[O:7])[N:9]=1. The catalyst class is: 4. (9) Reactant: C[O:2][C:3]1[CH:8]=[CH:7][CH:6]=[CH:5][C:4]=1B(O)O.[NH:12]1[CH:16]=[CH:15][CH:14]=[N:13]1.B(Br)(Br)Br. Product: [N:12]1([C:4]2[CH:5]=[CH:6][CH:7]=[CH:8][C:3]=2[OH:2])[CH:16]=[CH:15][CH:14]=[N:13]1. The catalyst class is: 221.